From a dataset of Catalyst prediction with 721,799 reactions and 888 catalyst types from USPTO. Predict which catalyst facilitates the given reaction. (1) Reactant: [C:1]([C:9]1[CH:15]=[C:14]2[O:16][CH2:17][O:18][C:13]2=[CH:12][C:10]=1[NH2:11])(=O)[C:2]1[CH:7]=[CH:6][CH:5]=[CH:4][CH:3]=1.O.[O:20]([C:22]#[N:23])[Na]. Product: [CH2:17]1[O:18][C:13]2[CH:12]=[C:10]3[C:9]([C:1]([C:2]4[CH:7]=[CH:6][CH:5]=[CH:4][CH:3]=4)=[N:23][C:22](=[O:20])[NH:11]3)=[CH:15][C:14]=2[O:16]1. The catalyst class is: 52. (2) Reactant: [CH3:1][O:2][C:3]([C:5]1[CH:9]=[CH:8][N:7]([CH:10]2[CH2:15][CH2:14][N:13](C(OC(C)(C)C)=O)[CH2:12][CH2:11]2)[N:6]=1)=[O:4].COC(C1N(C2CCN(C(OC(C)(C)C)=O)CC2)N=CC=1)=O.[ClH:45]. Product: [ClH:45].[NH:13]1[CH2:14][CH2:15][CH:10]([N:7]2[CH:8]=[CH:9][C:5]([C:3]([O:2][CH3:1])=[O:4])=[N:6]2)[CH2:11][CH2:12]1. The catalyst class is: 27. (3) Reactant: [C:1]([O:4][C:5]1[CH:10]=[C:9]([CH3:11])[CH:8]=[C:7](O)[C:6]=1[CH3:13])(=[O:3])[CH3:2].[CH3:14][C:15]#N.O([S:25]([C:28](F)(F)F)(=O)=O)S(C(F)(F)F)(=O)=O. Product: [C:1]([O:4][C:5]1[CH:10]=[C:9]([CH3:11])[CH:8]=[C:7]([S:25][CH2:28][C:14]2[CH:15]=[CH:10][C:5]([O:4][CH3:1])=[CH:6][CH:7]=2)[C:6]=1[CH3:13])(=[O:3])[CH3:2]. The catalyst class is: 6. (4) Reactant: CC(C)([O-])C.[K+].[Br:7][C:8]1[CH:9]=[CH:10][C:11]([CH3:34])=[C:12]([CH2:14][C:15]([NH:17][C:18]2([C:30]([O:32]C)=O)[CH2:23][CH2:22][C:21]([O:28][CH3:29])([C:24]([F:27])([F:26])[F:25])[CH2:20][CH2:19]2)=[O:16])[CH:13]=1.Cl. Product: [Br:7][C:8]1[CH:9]=[CH:10][C:11]([CH3:34])=[C:12]([C:14]2[C:15](=[O:16])[NH:17][C:18]3([CH2:19][CH2:20][C:21]([O:28][CH3:29])([C:24]([F:26])([F:25])[F:27])[CH2:22][CH2:23]3)[C:30]=2[OH:32])[CH:13]=1. The catalyst class is: 9. (5) Reactant: C(OC(=O)[NH:7][C@H:8]([C:31]([N:33]1[CH2:37][CH2:36][C@H:35]([F:38])[CH2:34]1)=[O:32])[C@H:9]([CH:11]1[CH2:16][CH2:15][CH:14]([NH:17][C:18](=[O:30])[C:19]2[CH:24]=[CH:23][C:22]([O:25][C:26]([F:29])([F:28])[F:27])=[CH:21][CH:20]=2)[CH2:13][CH2:12]1)[CH3:10])(C)(C)C.[F:40][C:41]([F:46])([F:45])[C:42]([OH:44])=[O:43]. Product: [F:40][C:41]([F:46])([F:45])[C:42]([O-:44])=[O:43].[F:38][C@H:35]1[CH2:36][CH2:37][N:33]([C:31](=[O:32])[C@@H:8]([NH3+:7])[C@H:9]([CH:11]2[CH2:16][CH2:15][CH:14]([NH:17][C:18](=[O:30])[C:19]3[CH:20]=[CH:21][C:22]([O:25][C:26]([F:29])([F:27])[F:28])=[CH:23][CH:24]=3)[CH2:13][CH2:12]2)[CH3:10])[CH2:34]1. The catalyst class is: 4.